This data is from Catalyst prediction with 721,799 reactions and 888 catalyst types from USPTO. The task is: Predict which catalyst facilitates the given reaction. (1) Product: [CH3:1][C:2]([CH3:17])=[CH:3][C:4]([NH:6][C:7]1[CH:8]=[C:9]([CH:14]=[CH:15][CH:16]=1)[C:10]([OH:12])=[O:11])=[O:5]. The catalyst class is: 278. Reactant: [CH3:1][C:2]([CH3:17])=[CH:3][C:4]([NH:6][C:7]1[CH:8]=[C:9]([CH:14]=[CH:15][CH:16]=1)[C:10]([O:12]C)=[O:11])=[O:5].O.[OH-].[Li+].C(OCC)(=O)C.CCCCCC.C(O)(=O)CC(CC(O)=O)(C(O)=O)O. (2) Reactant: [C:1]([NH:5][C:6]1[CH:11]=[C:10]([CH:12](OCC)[O:13]CC)[N:9]=[C:8]([C:19]2[CH:24]=[CH:23][C:22]([Cl:25])=[CH:21][CH:20]=2)[C:7]=1[F:26])([CH3:4])([CH3:3])[CH3:2].OS(O)(=O)=O. Product: [C:1]([NH:5][C:6]1[C:7]([F:26])=[C:8]([C:19]2[CH:24]=[CH:23][C:22]([Cl:25])=[CH:21][CH:20]=2)[N:9]=[C:10]([CH:12]=[O:13])[CH:11]=1)([CH3:4])([CH3:2])[CH3:3].[C:1]([NH2:5])([CH3:4])([CH3:3])[CH3:2]. The catalyst class is: 144. (3) Reactant: C1C(=O)N(Cl)C(=O)C1.[OH:9]/[N:10]=[CH:11]/[C:12]1[CH:17]=[CH:16][C:15]([CH2:18][N:19]([CH3:27])[C:20](=[O:26])[O:21][C:22]([CH3:25])([CH3:24])[CH3:23])=[CH:14][CH:13]=1.[CH:28]([S:31]([C:34]1[CH:39]=[CH:38][C:37]([C:40]2[N:41]=[C:42]([CH:47]=[CH2:48])[C:43]([NH2:46])=[N:44][CH:45]=2)=[CH:36][CH:35]=1)(=[O:33])=[O:32])([CH3:30])[CH3:29].CCN(CC)CC. Product: [NH2:46][C:43]1[C:42]([CH:47]2[O:9][N:10]=[C:11]([C:12]3[CH:13]=[CH:14][C:15]([CH2:18][N:19]([CH3:27])[C:20](=[O:26])[O:21][C:22]([CH3:23])([CH3:24])[CH3:25])=[CH:16][CH:17]=3)[CH2:48]2)=[N:41][C:40]([C:37]2[CH:36]=[CH:35][C:34]([S:31]([CH:28]([CH3:29])[CH3:30])(=[O:33])=[O:32])=[CH:39][CH:38]=2)=[CH:45][N:44]=1. The catalyst class is: 248. (4) Reactant: CC1(C)C(C)(C)OB([C:9]2[CH:34]=[CH:33][C:12]([CH2:13][O:14][C:15]3[C:24]4[C:19](=[C:20]([C:25]([F:28])([F:27])[F:26])[CH:21]=[CH:22][CH:23]=4)[N:18]=[C:17]([C:29]([F:32])([F:31])[F:30])[CH:16]=3)=[CH:11][CH:10]=2)O1.[CH3:36][O:37][C:38](=[O:54])[CH:39]([NH:43][S:44]([C:47]1[CH:52]=[CH:51][C:50](Br)=[CH:49][CH:48]=1)(=[O:46])=[O:45])[CH:40]([CH3:42])[CH3:41].C([O-])([O-])=O.[K+].[K+]. Product: [CH3:36][O:37][C:38](=[O:54])[CH:39]([NH:43][S:44]([C:47]1[CH:48]=[CH:49][C:50]([C:9]2[CH:10]=[CH:11][C:12]([CH2:13][O:14][C:15]3[C:24]4[C:19](=[C:20]([C:25]([F:26])([F:28])[F:27])[CH:21]=[CH:22][CH:23]=4)[N:18]=[C:17]([C:29]([F:30])([F:31])[F:32])[CH:16]=3)=[CH:33][CH:34]=2)=[CH:51][CH:52]=1)(=[O:46])=[O:45])[CH:40]([CH3:42])[CH3:41]. The catalyst class is: 104. (5) Reactant: [Br:1][C:2]1[C:3]([O:18][CH3:19])=[C:4]2[C:8](=[C:9]([F:11])[CH:10]=1)[N:7]([CH3:12])[CH:6]=[C:5]2[CH:13]([CH3:17])[C:14](O)=[O:15].C[N:21](C(ON1N=NC2C=CC=NC1=2)=[N+](C)C)C.F[P-](F)(F)(F)(F)F.[NH4+].[Cl-].CCN(C(C)C)C(C)C. Product: [Br:1][C:2]1[C:3]([O:18][CH3:19])=[C:4]2[C:8](=[C:9]([F:11])[CH:10]=1)[N:7]([CH3:12])[CH:6]=[C:5]2[CH:13]([CH3:17])[C:14]([NH2:21])=[O:15]. The catalyst class is: 56. (6) Reactant: C[O:2][C:3]1[CH:15]=[CH:14][CH:13]=[C:12]2[C:4]=1[C:5]1[CH:6]=[C:7]([C:19](=[O:21])[CH3:20])[CH:8]=[CH:9][C:10]=1[N:11]2[CH2:16][CH2:17][CH3:18].B(Br)(Br)Br. Product: [OH:2][C:3]1[CH:15]=[CH:14][CH:13]=[C:12]2[C:4]=1[C:5]1[CH:6]=[C:7]([C:19](=[O:21])[CH3:20])[CH:8]=[CH:9][C:10]=1[N:11]2[CH2:16][CH2:17][CH3:18]. The catalyst class is: 4. (7) Reactant: [Br:1][C:2]1[CH:11]=[C:10]2[C:5]([C:6](Cl)=[CH:7][CH:8]=[N:9]2)=[N:4][CH:3]=1.[NH3:13].O. The catalyst class is: 12. Product: [Br:1][C:2]1[CH:11]=[C:10]2[C:5]([C:6]([NH2:13])=[CH:7][CH:8]=[N:9]2)=[N:4][CH:3]=1.